Regression. Given two drug SMILES strings and cell line genomic features, predict the synergy score measuring deviation from expected non-interaction effect. From a dataset of NCI-60 drug combinations with 297,098 pairs across 59 cell lines. (1) Drug 1: C1CC(=O)NC(=O)C1N2C(=O)C3=CC=CC=C3C2=O. Drug 2: C1CNP(=O)(OC1)N(CCCl)CCCl. Cell line: HCT-15. Synergy scores: CSS=-4.13, Synergy_ZIP=3.75, Synergy_Bliss=2.63, Synergy_Loewe=-4.58, Synergy_HSA=-3.70. (2) Drug 1: CCCCC(=O)OCC(=O)C1(CC(C2=C(C1)C(=C3C(=C2O)C(=O)C4=C(C3=O)C=CC=C4OC)O)OC5CC(C(C(O5)C)O)NC(=O)C(F)(F)F)O. Drug 2: C1=NC2=C(N1)C(=S)N=CN2. Cell line: SN12C. Synergy scores: CSS=57.4, Synergy_ZIP=-4.51, Synergy_Bliss=-3.54, Synergy_Loewe=-5.45, Synergy_HSA=-2.22.